Predict the reactants needed to synthesize the given product. From a dataset of Full USPTO retrosynthesis dataset with 1.9M reactions from patents (1976-2016). (1) Given the product [O:37]=[C:22]([NH:21][C@@H:18]1[CH2:19][CH2:20][N:16]([CH:12]2[CH2:13][CH2:14][CH2:15][N:9]([C:7]3[CH:6]=[N:42][CH:41]=[CH:3][N:8]=3)[CH2:10][CH2:11]2)[CH2:17]1)[CH2:23][NH:24][C:25](=[O:36])[C:26]1[CH:31]=[CH:30][CH:29]=[C:28]([C:32]([F:33])([F:35])[F:34])[CH:27]=1, predict the reactants needed to synthesize it. The reactants are: CO[C:3]1[N:8]=[C:7]([N:9]2[CH2:15][CH2:14][CH2:13][CH:12]([N:16]3[CH2:20][CH2:19][C@@H:18]([NH:21][C:22](=[O:37])[CH2:23][NH:24][C:25](=[O:36])[C:26]4[CH:31]=[CH:30][CH:29]=[C:28]([C:32]([F:35])([F:34])[F:33])[CH:27]=4)[CH2:17]3)[CH2:11][CH2:10]2)[CH:6]=C(OC)N=1.Cl[C:41]1C=C(OC)N=C(OC)[N:42]=1. (2) Given the product [CH2:18]([O:20][CH2:21][CH2:22][O:1][C:2]1[CH:7]=[C:6]([CH3:8])[C:5]([C:9]2[CH:14]=[CH:13][CH:12]=[C:11]([CH:15]=[O:16])[CH:10]=2)=[C:4]([CH3:17])[CH:3]=1)[CH3:19], predict the reactants needed to synthesize it. The reactants are: [OH:1][C:2]1[CH:7]=[C:6]([CH3:8])[C:5]([C:9]2[CH:14]=[CH:13][CH:12]=[C:11]([CH:15]=[O:16])[CH:10]=2)=[C:4]([CH3:17])[CH:3]=1.[CH2:18]([O:20][CH2:21][CH2:22]Cl)[CH3:19].C(=O)([O-])[O-].[K+].[K+].[I-].[K+].